Task: Predict the product of the given reaction.. Dataset: Forward reaction prediction with 1.9M reactions from USPTO patents (1976-2016) (1) Given the reactants CN(C)C=O.[NH:6]1[CH2:11][CH2:10][O:9][CH2:8][CH2:7]1.C(=O)([O-])N.[CH2:16]([NH:18][C:19]([N:21]1[C:29]2[C:24](=[CH:25][C:26]([O:30][C:31]3[CH:36]=[CH:35][N:34]=[C:33]([NH:37][C:38](N4CCC(N5CCCC5)CC4)=[O:39])[CH:32]=3)=[CH:27][CH:28]=2)[CH:23]=[CH:22]1)=[O:20])[CH3:17], predict the reaction product. The product is: [CH2:16]([NH:18][C:19]([N:21]1[C:29]2[C:24](=[CH:25][C:26]([O:30][C:31]3[CH:36]=[CH:35][N:34]=[C:33]([NH:37][C:38]([N:6]4[CH2:11][CH2:10][O:9][CH2:8][CH2:7]4)=[O:39])[CH:32]=3)=[CH:27][CH:28]=2)[CH:23]=[CH:22]1)=[O:20])[CH3:17]. (2) Given the reactants I[C:2]1[C:3]([CH3:19])=[N:4][C:5]([NH2:18])=[N:6][C:7]=1[C:8]1[CH:13]=[CH:12][C:11]([S:14]([CH3:17])(=[O:16])=[O:15])=[CH:10][CH:9]=1.[CH3:20][Si:21]([C:24]#[CH:25])([CH3:23])[CH3:22].C(N(CC)CC)C, predict the reaction product. The product is: [CH3:17][S:14]([C:11]1[CH:12]=[CH:13][C:8]([C:7]2[C:2]([C:25]#[C:24][Si:21]([CH3:23])([CH3:22])[CH3:20])=[C:3]([CH3:19])[N:4]=[C:5]([NH2:18])[N:6]=2)=[CH:9][CH:10]=1)(=[O:16])=[O:15]. (3) Given the reactants [F:1][C:2]([F:26])([F:25])[C:3]1[N:8]2[N:9]=[CH:10][C:11]([C:12](O)=O)=[C:7]2[N:6]=[C:5]([C:15]2[CH:20]=[CH:19][CH:18]=[C:17]([C:21]([F:24])([F:23])[F:22])[CH:16]=2)[CH:4]=1.[NH2:27][C:28]1[CH:37]=[CH:36][C:31]([C:32]([NH:34][OH:35])=[NH:33])=[CH:30][N:29]=1, predict the reaction product. The product is: [F:26][C:2]([F:1])([F:25])[C:3]1[N:8]2[N:9]=[CH:10][C:11]([C:12]3[O:35][N:34]=[C:32]([C:31]4[CH:36]=[CH:37][C:28]([NH2:27])=[N:29][CH:30]=4)[N:33]=3)=[C:7]2[N:6]=[C:5]([C:15]2[CH:20]=[CH:19][CH:18]=[C:17]([C:21]([F:24])([F:23])[F:22])[CH:16]=2)[CH:4]=1. (4) Given the reactants Br[C:2]1[S:6][C:5]([C:7]([N:9]([C:11]2[CH:16]=[CH:15][CH:14]=[C:13]([O:17][CH3:18])[CH:12]=2)[CH3:10])=[O:8])=[CH:4][CH:3]=1.[F:19][C:20]1[C:25]([O:26][CH3:27])=[CH:24][CH:23]=[C:22]([F:28])[C:21]=1B(O)O, predict the reaction product. The product is: [F:19][C:20]1[C:25]([O:26][CH3:27])=[CH:24][CH:23]=[C:22]([F:28])[C:21]=1[C:2]1[S:6][C:5]([C:7]([N:9]([C:11]2[CH:16]=[CH:15][CH:14]=[C:13]([O:17][CH3:18])[CH:12]=2)[CH3:10])=[O:8])=[CH:4][CH:3]=1.